This data is from HIV replication inhibition screening data with 41,000+ compounds from the AIDS Antiviral Screen. The task is: Binary Classification. Given a drug SMILES string, predict its activity (active/inactive) in a high-throughput screening assay against a specified biological target. (1) The molecule is CN(C)CCC(=O)N1CC(=Cc2ccc(Cl)c(Cl)c2)C(=O)C(=Cc2ccc(Cl)c(Cl)c2)C1.Cl. The result is 0 (inactive). (2) The molecule is O=C1NC(=O)c2c1n(Cc1ccccc1)c(=O)n2Cc1ccccc1. The result is 0 (inactive). (3) The compound is CC1OC(C2(C)OC(C3(C)OC=CC3=O)CC2=O)CC1=O. The result is 0 (inactive). (4) The compound is CCCCNC(=O)OCC(COc1ccccc1OC)OC(=O)NCCCC. The result is 0 (inactive). (5) The drug is CC(C)(C)c1cc(C(C)(C)C)c(N=O)c(C(C)(C)C)c1. The result is 0 (inactive). (6) The result is 0 (inactive). The drug is N#CC(C#N)=Cc1cccc(Oc2ccccc2)c1. (7) The drug is C=CC(C)(CCC=C(C)CCC=C(C)C)c1cc(O)c(O)c(-c2cc(C(C)(C=C)CCC=C(C)CCC=C(C)C)cc(O)c2O)c1. The result is 0 (inactive). (8) The molecule is Cc1cccc(CC(C)(C)C)c1NC(=O)C(=O)C(C(=O)c1ccc2ccccc2c1)C1OC(=O)c2ccccc21. The result is 0 (inactive). (9) The molecule is Cc1c(COC(=O)NC(C)C)c(COC(=O)NC(C)C)c2n1CSC2. The result is 0 (inactive). (10) The molecule is COc1cc(-c2cc(=O)c3c(O)c(OC)c(OC)c(OC)c3o2)ccc1O. The result is 0 (inactive).